This data is from NCI-60 drug combinations with 297,098 pairs across 59 cell lines. The task is: Regression. Given two drug SMILES strings and cell line genomic features, predict the synergy score measuring deviation from expected non-interaction effect. (1) Drug 1: C1=CC=C(C(=C1)C(C2=CC=C(C=C2)Cl)C(Cl)Cl)Cl. Drug 2: CC1=C(C(=O)C2=C(C1=O)N3CC4C(C3(C2COC(=O)N)OC)N4)N. Cell line: IGROV1. Synergy scores: CSS=14.5, Synergy_ZIP=0.315, Synergy_Bliss=-1.65, Synergy_Loewe=-17.1, Synergy_HSA=-1.61. (2) Drug 1: C1=C(C(=O)NC(=O)N1)F. Synergy scores: CSS=38.2, Synergy_ZIP=3.68, Synergy_Bliss=3.80, Synergy_Loewe=2.69, Synergy_HSA=6.80. Drug 2: C1CN1P(=S)(N2CC2)N3CC3. Cell line: 786-0. (3) Drug 2: C#CCC(CC1=CN=C2C(=N1)C(=NC(=N2)N)N)C3=CC=C(C=C3)C(=O)NC(CCC(=O)O)C(=O)O. Drug 1: C1=CC(=CC=C1CCC2=CNC3=C2C(=O)NC(=N3)N)C(=O)NC(CCC(=O)O)C(=O)O. Cell line: IGROV1. Synergy scores: CSS=26.8, Synergy_ZIP=-6.31, Synergy_Bliss=0.851, Synergy_Loewe=1.10, Synergy_HSA=0.910. (4) Drug 1: CN(C)N=NC1=C(NC=N1)C(=O)N. Drug 2: CC1CCC2CC(C(=CC=CC=CC(CC(C(=O)C(C(C(=CC(C(=O)CC(OC(=O)C3CCCCN3C(=O)C(=O)C1(O2)O)C(C)CC4CCC(C(C4)OC)OCCO)C)C)O)OC)C)C)C)OC. Cell line: OVCAR-8. Synergy scores: CSS=18.5, Synergy_ZIP=-0.124, Synergy_Bliss=-0.937, Synergy_Loewe=-15.7, Synergy_HSA=-2.08. (5) Synergy scores: CSS=29.7, Synergy_ZIP=-3.37, Synergy_Bliss=-0.516, Synergy_Loewe=-53.1, Synergy_HSA=2.53. Drug 2: C1C(C(OC1N2C=NC(=NC2=O)N)CO)O. Cell line: SR. Drug 1: C1CC(=O)NC(=O)C1N2C(=O)C3=CC=CC=C3C2=O.